This data is from Catalyst prediction with 721,799 reactions and 888 catalyst types from USPTO. The task is: Predict which catalyst facilitates the given reaction. (1) Reactant: [N:1]1[C:6]2[NH:7][CH:8]=[CH:9][C:5]=2[C:4]([N:10]2[CH2:14][CH2:13][C@@H:12]([N:15]([CH3:24])[C:16]3[CH:23]=[CH:22][C:19]([C:20]#[N:21])=[CH:18][N:17]=3)[CH2:11]2)=[N:3][CH:2]=1.[OH-].[Na+].OO.[O-:29]S([O-])=O.[Na+].[Na+]. Product: [N:1]1[C:6]2[NH:7][CH:8]=[CH:9][C:5]=2[C:4]([N:10]2[CH2:14][CH2:13][C@@H:12]([N:15]([CH3:24])[C:16]3[CH:23]=[CH:22][C:19]([C:20]([NH2:21])=[O:29])=[CH:18][N:17]=3)[CH2:11]2)=[N:3][CH:2]=1. The catalyst class is: 5. (2) Reactant: [Cl:1][C:2]1[N:7]=[C:6]([Cl:8])[C:5]([CH:9](O)[CH2:10][CH3:11])=[CH:4][N:3]=1.C(N(C(C)C)CC)(C)C.P(Br)(Br)([Br:24])=O. Product: [Br:24][CH:9]([C:5]1[C:6]([Cl:8])=[N:7][C:2]([Cl:1])=[N:3][CH:4]=1)[CH2:10][CH3:11]. The catalyst class is: 13. (3) Reactant: C([O:3][C:4]([C:6]1[CH:10]=[C:9]([C:11]2[CH:16]=[CH:15][N:14]=[CH:13][CH:12]=2)[S:8][CH:7]=1)=[O:5])C. The catalyst class is: 74. Product: [N:14]1[CH:13]=[CH:12][C:11]([C:9]2[S:8][CH:7]=[C:6]([C:4]([OH:5])=[O:3])[CH:10]=2)=[CH:16][CH:15]=1. (4) Reactant: [Mg].Br[CH2:3][CH2:4][C:5]1[CH:10]=[CH:9][CH:8]=[CH:7][CH:6]=1.[CH2:11]([N:18]1[C:22]([C:23](=[O:25])[CH3:24])=[CH:21][N:20]=[CH:19]1)[C:12]1[CH:17]=[CH:16][CH:15]=[CH:14][CH:13]=1.Cl. Product: [CH2:11]([N:18]1[C:22]([C:23]([OH:25])([CH2:3][CH2:4][C:5]2[CH:10]=[CH:9][CH:8]=[CH:7][CH:6]=2)[CH3:24])=[CH:21][N:20]=[CH:19]1)[C:12]1[CH:13]=[CH:14][CH:15]=[CH:16][CH:17]=1. The catalyst class is: 7. (5) Reactant: [CH2:1]([O:8][C:9]1[CH:10]=[C:11]([O:21][C:22]2[CH:27]=[CH:26][C:25]([S:28]([CH3:31])(=[O:30])=[O:29])=[CH:24][CH:23]=2)[CH:12]=[C:13]2[C:17]=1[NH:16][C:15]([C:18]([NH2:20])=O)=[CH:14]2)[C:2]1[CH:7]=[CH:6][CH:5]=[CH:4][CH:3]=1.N1C=CC=CC=1.CN(C)C=O.C(Cl)(=O)C(Cl)=O. Product: [CH2:1]([O:8][C:9]1[CH:10]=[C:11]([O:21][C:22]2[CH:23]=[CH:24][C:25]([S:28]([CH3:31])(=[O:30])=[O:29])=[CH:26][CH:27]=2)[CH:12]=[C:13]2[C:17]=1[NH:16][C:15]([C:18]#[N:20])=[CH:14]2)[C:2]1[CH:7]=[CH:6][CH:5]=[CH:4][CH:3]=1. The catalyst class is: 6. (6) Product: [ClH:37].[CH:1]1([C:7]2[C:8]3[CH:30]=[CH:29][C:28]([C:31]([OH:33])=[O:32])=[CH:27][C:9]=3[N:10]3[C:16]=2[C:15]2[CH:17]=[CH:18][CH:19]=[C:20]([C:21]4[CH:22]=[N:23][CH:24]=[CH:25][CH:26]=4)[C:14]=2[O:13][CH2:12][CH2:11]3)[CH2:2][CH2:3][CH2:4][CH2:5][CH2:6]1. Reactant: [CH:1]1([C:7]2[C:8]3[CH:30]=[CH:29][C:28]([C:31]([O:33]C)=[O:32])=[CH:27][C:9]=3[N:10]3[C:16]=2[C:15]2[CH:17]=[CH:18][CH:19]=[C:20]([C:21]4[CH:22]=[N:23][CH:24]=[CH:25][CH:26]=4)[C:14]=2[O:13][CH2:12][CH2:11]3)[CH2:6][CH2:5][CH2:4][CH2:3][CH2:2]1.[OH-].[Na+].[ClH:37]. The catalyst class is: 83. (7) Reactant: Cl[C:2]1[C:7]([Br:8])=[CH:6][CH:5]=[CH:4][N:3]=1.[F:9][C:10]1[CH:15]=[CH:14][C:13]([NH:16][CH:17]2[CH2:22][CH2:21][NH:20][CH2:19][CH2:18]2)=[CH:12][CH:11]=1.C(=O)([O-])[O-].[K+].[K+]. Product: [Br:8][C:7]1[C:2]([N:20]2[CH2:19][CH2:18][CH:17]([NH:16][C:13]3[CH:14]=[CH:15][C:10]([F:9])=[CH:11][CH:12]=3)[CH2:22][CH2:21]2)=[N:3][CH:4]=[CH:5][CH:6]=1. The catalyst class is: 3. (8) Reactant: [N:1]1[CH:6]=[CH:5][CH:4]=[CH:3][C:2]=1[CH2:7][NH:8][C:9]1[CH:14]=[C:13]([C:15]([F:18])([F:17])[F:16])[CH:12]=[C:11]([Cl:19])[N:10]=1.[Cl:20]N1C(=O)CCC1=O.O. Product: [N:1]1[CH:6]=[CH:5][CH:4]=[CH:3][C:2]=1[CH2:7][NH:8][C:9]1[CH:14]=[C:13]([C:15]([F:18])([F:16])[F:17])[C:12]([Cl:20])=[C:11]([Cl:19])[N:10]=1. The catalyst class is: 9. (9) Reactant: [CH3:1][O:2][C:3]1[CH:10]=[CH:9][C:6]([CH2:7][NH2:8])=[CH:5][CH:4]=1.C(N(C(C)C)CC)(C)C.[I-].[Na+].Br[CH2:23][CH2:24][CH2:25][NH:26][C:27]1[C:36](=[O:37])[C:31]2[N:32]=[C:33]([CH3:35])[S:34][C:30]=2[C:29](=[O:38])[CH:28]=1. Product: [CH3:1][O:2][C:3]1[CH:10]=[CH:9][C:6]([CH2:7][NH:8][CH2:23][CH2:24][CH2:25][NH:26][C:27]2[C:36](=[O:37])[C:31]3[N:32]=[C:33]([CH3:35])[S:34][C:30]=3[C:29](=[O:38])[CH:28]=2)=[CH:5][CH:4]=1. The catalyst class is: 9.